From a dataset of Full USPTO retrosynthesis dataset with 1.9M reactions from patents (1976-2016). Predict the reactants needed to synthesize the given product. (1) Given the product [Br:7][C:8]1[C:9]([CH3:24])=[CH:10][C:11]([O:6][CH2:33][CH:34]2[CH2:1][C@@:2]([CH3:3])([OH:5])[C@@:30]([CH3:31])([OH:29])[CH2:36]2)=[CH:12][C:13]=1[CH3:14], predict the reactants needed to synthesize it. The reactants are: [CH3:1][C:2]([OH:5])(C)[CH3:3].[OH2:6].[Br:7][C:8]1[C:13]([CH3:14])=[CH:12][C:11](OCC2CC(C)=C(C)C2)=[CH:10][C:9]=1[CH3:24].C[N+]1([O-])[CH2:31][CH2:30][O:29]CC1.[CH3:33][C:34]([CH3:36])=O. (2) Given the product [F:1][C:2]([CH3:27])([CH3:28])[CH2:3][N:4]1[CH2:5][CH2:6][CH:7]([CH2:10][O:11][C:12]2[CH:17]=[CH:16][C:15]([C:18]3[C:23]([C:68]([N:34]4[CH2:35][C@H:31]([OH:30])[CH2:32][C@H:33]4[C:36]([O:38][CH3:39])=[O:37])=[O:69])=[CH:22][CH:21]=[CH:20][CH:19]=3)=[CH:14][CH:13]=2)[CH2:8][CH2:9]1, predict the reactants needed to synthesize it. The reactants are: [F:1][C:2]([CH3:28])([CH3:27])[CH2:3][N:4]1[CH2:9][CH2:8][CH:7]([CH2:10][O:11][C:12]2[CH:17]=[CH:16][C:15]([C:18]3[CH:23]=[CH:22][C:21](C(O)=O)=[CH:20][CH:19]=3)=[CH:14][CH:13]=2)[CH2:6][CH2:5]1.Cl.[OH:30][C@H:31]1[CH2:35][NH:34][C@H:33]([C:36]([O:38][CH3:39])=[O:37])[CH2:32]1.C(Cl)CCl.C1C=CC2N(O)N=NC=2C=1.CCN(C(C)C)C(C)C.[NH4+].[Cl-].CN([CH:68]=[O:69])C.